Task: Predict the product of the given reaction.. Dataset: Forward reaction prediction with 1.9M reactions from USPTO patents (1976-2016) (1) Given the reactants [CH3:1][S:2]([C:5]1[CH:10]=[CH:9][C:8]([C:11]2[CH:12]=[C:13]3[CH2:19][CH:18]([CH:20]4[CH2:25][CH2:24][N:23]([C:26]#[N:27])[CH2:22][CH2:21]4)[O:17][C:14]3=[CH:15][N:16]=2)=[CH:7][CH:6]=1)(=[O:4])=[O:3].[F:28][C:29]([F:35])([F:34])[C:30]([NH:32][OH:33])=N, predict the reaction product. The product is: [CH3:1][S:2]([C:5]1[CH:10]=[CH:9][C:8]([C:11]2[CH:12]=[C:13]3[CH2:19][CH:18]([CH:20]4[CH2:25][CH2:24][N:23]([C:26]5[O:33][N:32]=[C:30]([C:29]([F:35])([F:34])[F:28])[N:27]=5)[CH2:22][CH2:21]4)[O:17][C:14]3=[CH:15][N:16]=2)=[CH:7][CH:6]=1)(=[O:3])=[O:4]. (2) Given the reactants [CH3:1][NH:2][CH2:3][CH2:4][C:5]#[C:6][C:7]1[CH:12]=[CH:11][CH:10]=[CH:9][N:8]=1.[CH3:13][C:14]1[C:18]([S:19](Cl)(=[O:21])=[O:20])=[C:17]([CH3:23])[O:16][N:15]=1, predict the reaction product. The product is: [CH3:1][N:2]([CH2:3][CH2:4][C:5]#[C:6][C:7]1[CH:12]=[CH:11][CH:10]=[CH:9][N:8]=1)[S:19]([C:18]1[C:14]([CH3:13])=[N:15][O:16][C:17]=1[CH3:23])(=[O:21])=[O:20]. (3) Given the reactants [OH-].[Na+].[O:3]1[C:7]2[CH:8]=[CH:9][CH:10]=[CH:11][C:6]=2[C:5]([CH2:12][C:13]([N:15]2[CH2:20][CH2:19][CH:18]([C:21]([O:23]CC)=[O:22])[CH2:17][CH2:16]2)=[O:14])=[CH:4]1, predict the reaction product. The product is: [O:3]1[C:7]2[CH:8]=[CH:9][CH:10]=[CH:11][C:6]=2[C:5]([CH2:12][C:13]([N:15]2[CH2:20][CH2:19][CH:18]([C:21]([OH:23])=[O:22])[CH2:17][CH2:16]2)=[O:14])=[CH:4]1. (4) Given the reactants C1C=CC(P(C2C(C3C(P(C4C=CC=CC=4)C4C=CC=CC=4)=CC=C4C=3C=CC=C4)=C3C(C=CC=C3)=CC=2)C2C=CC=CC=2)=CC=1.Cl[C:48]1[CH:53]=[CH:52][N:51]=[CH:50][C:49]=1[N+:54]([O-:56])=[O:55].[NH2:57][C:58]1[CH:63]=[CH:62][CH:61]=[CH:60][N:59]=1.C([O-])([O-])=O.[K+].[K+], predict the reaction product. The product is: [N+:54]([C:49]1[CH:50]=[N:51][CH:52]=[CH:53][C:48]=1[NH:57][C:58]1[CH:63]=[CH:62][CH:61]=[CH:60][N:59]=1)([O-:56])=[O:55]. (5) Given the reactants [OH:1][CH2:2][CH2:3][CH2:4][NH:5][C:6](=[O:15])[O:7][CH2:8][C:9]1[CH:14]=[CH:13][CH:12]=[CH:11][CH:10]=1.[C:16]1([CH3:26])[CH:21]=[CH:20][C:19]([S:22](Cl)(=[O:24])=[O:23])=[CH:18][CH:17]=1, predict the reaction product. The product is: [CH3:26][C:16]1[CH:21]=[CH:20][C:19]([S:22]([O:1][CH2:2][CH2:3][CH2:4][NH:5][C:6]([O:7][CH2:8][C:9]2[CH:14]=[CH:13][CH:12]=[CH:11][CH:10]=2)=[O:15])(=[O:24])=[O:23])=[CH:18][CH:17]=1. (6) Given the reactants Br[C:2]1[CH:10]=[CH:9][CH:8]=[C:7]2[C:3]=1[CH:4]=[N:5][N:6]2[C:11]1[CH:16]=[CH:15][CH:14]=[CH:13][C:12]=1[F:17].[CH2:18]([N:25]1[CH2:29][C@H:28]2[CH2:30][NH:31][C:32](=[O:33])[C@H:27]2[CH2:26]1)[C:19]1[CH:24]=[CH:23][CH:22]=[CH:21][CH:20]=1.[O-]P([O-])([O-])=O.[K+].[K+].[K+].CN[C@@H]1CCCC[C@H]1NC, predict the reaction product. The product is: [CH2:18]([N:25]1[CH2:29][C@@H:28]2[CH2:30][N:31]([C:2]3[CH:10]=[CH:9][CH:8]=[C:7]4[C:3]=3[CH:4]=[N:5][N:6]4[C:11]3[CH:16]=[CH:15][CH:14]=[CH:13][C:12]=3[F:17])[C:32](=[O:33])[C@H:27]2[CH2:26]1)[C:19]1[CH:20]=[CH:21][CH:22]=[CH:23][CH:24]=1. (7) Given the reactants [F:1][C:2]1[CH:7]=[CH:6][CH:5]=[CH:4][C:3]=1[N:8]=[C:9]=[O:10].[NH2:11][C:12]1[C:13]2[C:20]([C:21]([C:23]3[CH:28]=[C:27]([CH3:29])[N:26]=[C:25]([NH2:30])[CH:24]=3)=[O:22])=[CH:19][N:18]([CH:31]([CH3:33])[CH3:32])[C:14]=2[N:15]=[CH:16][N:17]=1, predict the reaction product. The product is: [NH2:11][C:12]1[C:13]2[C:20]([C:21]([C:23]3[CH:28]=[C:27]([CH3:29])[N:26]=[C:25]([NH:30][C:9]([NH:8][C:3]4[CH:4]=[CH:5][CH:6]=[CH:7][C:2]=4[F:1])=[O:10])[CH:24]=3)=[O:22])=[CH:19][N:18]([CH:31]([CH3:33])[CH3:32])[C:14]=2[N:15]=[CH:16][N:17]=1. (8) Given the reactants ClC1C=C(Cl)C(OC)=CC=1N[C:12]1[C:21]2[C:16](=[CH:17][C:18](F)=[C:19](OC)[CH:20]=2)[N:15]=[CH:14][C:13]=1[C:25]#[N:26].CN1CCC(CO)CC1.[H-].[Na+].C(=O)(O)[O-].[Na+], predict the reaction product. The product is: [N:15]1[C:16]2[C:21](=[CH:20][CH:19]=[CH:18][CH:17]=2)[CH:12]=[C:13]([C:25]#[N:26])[CH:14]=1.